Predict which catalyst facilitates the given reaction. From a dataset of Catalyst prediction with 721,799 reactions and 888 catalyst types from USPTO. (1) Reactant: [Cl:1][C:2]1[CH:7]=[CH:6][C:5]([CH:8]([C:24]2[CH:29]=[CH:28][C:27]([Cl:30])=[CH:26][CH:25]=2)[N:9]2[CH2:12][CH:11]([NH:13][S:14]([C:17]3[CH:22]=[CH:21][C:20]([F:23])=[CH:19][CH:18]=3)(=[O:16])=[O:15])[CH2:10]2)=[CH:4][CH:3]=1.[H-].[Na+].IC.[C:35](OCC)(=O)C. Product: [Cl:1][C:2]1[CH:3]=[CH:4][C:5]([CH:8]([C:24]2[CH:29]=[CH:28][C:27]([Cl:30])=[CH:26][CH:25]=2)[N:9]2[CH2:10][CH:11]([N:13]([CH3:35])[S:14]([C:17]3[CH:22]=[CH:21][C:20]([F:23])=[CH:19][CH:18]=3)(=[O:15])=[O:16])[CH2:12]2)=[CH:6][CH:7]=1. The catalyst class is: 30. (2) Reactant: [Br:1][C:2]1[CH:7]=[CH:6][CH:5]=[CH:4][C:3]=1[N:8]1[C:13](=[O:14])[N:12]([C:15]2[CH:20]=[CH:19][CH:18]=[CH:17][CH:16]=2)[CH2:11][C:10]([C:21]2[CH:26]=[CH:25][CH:24]=[CH:23][C:22]=2[OH:27])=[N:9]1.C(=O)([O-])[O-].[K+].[K+].[CH3:34][N:35]([CH2:37][CH2:38]Cl)[CH3:36]. Product: [Br:1][C:2]1[CH:7]=[CH:6][CH:5]=[CH:4][C:3]=1[N:8]1[C:13](=[O:14])[N:12]([C:15]2[CH:20]=[CH:19][CH:18]=[CH:17][CH:16]=2)[CH2:11][C:10]([C:21]2[CH:26]=[CH:25][CH:24]=[CH:23][C:22]=2[O:27][CH2:38][CH2:37][N:35]([CH3:36])[CH3:34])=[N:9]1. The catalyst class is: 9. (3) Reactant: [CH3:1][O:2][C:3]1[CH:4]=[C:5]([CH2:9][C:10](Cl)=[O:11])[CH:6]=[CH:7][CH:8]=1.[NH2:13][C:14]1[CH:15]=[C:16]([C:20]2[C:24]([Br:25])=[CH:23][N:22]([CH3:26])[N:21]=2)[CH:17]=[CH:18][CH:19]=1.C(N(CC)CC)C. Product: [Br:25][C:24]1[C:20]([C:16]2[CH:15]=[C:14]([NH:13][C:10](=[O:11])[CH2:9][C:5]3[CH:6]=[CH:7][CH:8]=[C:3]([O:2][CH3:1])[CH:4]=3)[CH:19]=[CH:18][CH:17]=2)=[N:21][N:22]([CH3:26])[CH:23]=1. The catalyst class is: 614. (4) Reactant: CS(O[CH2:6][CH2:7][CH2:8][CH2:9][CH2:10][CH2:11][CH2:12][CH2:13]/[CH:14]=[CH:15]\[CH2:16]/[CH:17]=[CH:18]\[CH2:19][CH2:20][CH2:21][CH2:22][CH3:23])(=O)=O.[Br-:24].[Li+]. Product: [CH2:6]([Br:24])[CH2:7][CH2:8][CH2:9][CH2:10][CH2:11][CH2:12][CH2:13]/[CH:14]=[CH:15]\[CH2:16]/[CH:17]=[CH:18]\[CH2:19][CH2:20][CH2:21][CH2:22][CH3:23]. The catalyst class is: 21. (5) Reactant: C(OC([N:8]([CH:12]1[CH2:17][CH2:16][N:15]([CH2:18][C:19]2[CH:20]=[N:21][CH:22]=[CH:23][C:24]=2[O:25][CH3:26])[CH2:14][CH2:13]1)[CH:9]([CH3:11])[CH3:10])=O)(C)(C)C.Cl. Product: [CH:9]([NH:8][CH:12]1[CH2:13][CH2:14][N:15]([CH2:18][C:19]2[CH:20]=[N:21][CH:22]=[CH:23][C:24]=2[O:25][CH3:26])[CH2:16][CH2:17]1)([CH3:11])[CH3:10]. The catalyst class is: 12. (6) Product: [F:20][C:19]1[CH:18]=[C:17]([O:21][CH3:22])[C:16]2[NH:23][C:1](=[O:2])[N:24]([C:25]3[CH:30]=[CH:29][C:28]([I:31])=[CH:27][C:26]=3[F:32])[C:15]=2[C:14]=1[F:13]. The catalyst class is: 635. Reactant: [C:1](N1C=CN=C1)(N1C=CN=C1)=[O:2].[F:13][C:14]1[C:19]([F:20])=[CH:18][C:17]([O:21][CH3:22])=[C:16]([NH2:23])[C:15]=1[NH:24][C:25]1[CH:30]=[CH:29][C:28]([I:31])=[CH:27][C:26]=1[F:32].C(OCC)(=O)C.